From a dataset of NCI-60 drug combinations with 297,098 pairs across 59 cell lines. Regression. Given two drug SMILES strings and cell line genomic features, predict the synergy score measuring deviation from expected non-interaction effect. (1) Drug 1: CC1=C(C(CCC1)(C)C)C=CC(=CC=CC(=CC(=O)O)C)C. Drug 2: COCCOC1=C(C=C2C(=C1)C(=NC=N2)NC3=CC=CC(=C3)C#C)OCCOC.Cl. Cell line: T-47D. Synergy scores: CSS=11.8, Synergy_ZIP=-1.91, Synergy_Bliss=1.08, Synergy_Loewe=2.14, Synergy_HSA=2.20. (2) Drug 1: C1C(C(OC1N2C=NC3=C2NC=NCC3O)CO)O. Drug 2: CC1C(C(CC(O1)OC2CC(CC3=C2C(=C4C(=C3O)C(=O)C5=C(C4=O)C(=CC=C5)OC)O)(C(=O)CO)O)N)O.Cl. Cell line: UACC62. Synergy scores: CSS=48.8, Synergy_ZIP=-2.04, Synergy_Bliss=-3.34, Synergy_Loewe=-42.4, Synergy_HSA=-3.36. (3) Drug 1: CC12CCC(CC1=CCC3C2CCC4(C3CC=C4C5=CN=CC=C5)C)O. Drug 2: C1C(C(OC1N2C=NC3=C2NC=NCC3O)CO)O. Cell line: OVCAR-4. Synergy scores: CSS=11.9, Synergy_ZIP=-2.04, Synergy_Bliss=-0.199, Synergy_Loewe=1.80, Synergy_HSA=1.32. (4) Drug 1: CN1CCC(CC1)COC2=C(C=C3C(=C2)N=CN=C3NC4=C(C=C(C=C4)Br)F)OC. Drug 2: C1=CC(=CC=C1CC(C(=O)O)N)N(CCCl)CCCl.Cl. Cell line: SF-268. Synergy scores: CSS=18.4, Synergy_ZIP=0.233, Synergy_Bliss=4.92, Synergy_Loewe=-7.62, Synergy_HSA=-0.0546. (5) Drug 1: CN1C2=C(C=C(C=C2)N(CCCl)CCCl)N=C1CCCC(=O)O.Cl. Drug 2: CN(CC1=CN=C2C(=N1)C(=NC(=N2)N)N)C3=CC=C(C=C3)C(=O)NC(CCC(=O)O)C(=O)O. Cell line: ACHN. Synergy scores: CSS=24.2, Synergy_ZIP=0.0249, Synergy_Bliss=0.840, Synergy_Loewe=-45.2, Synergy_HSA=-1.32. (6) Drug 1: CC(C1=C(C=CC(=C1Cl)F)Cl)OC2=C(N=CC(=C2)C3=CN(N=C3)C4CCNCC4)N. Drug 2: CC1=C2C(C(=O)C3(C(CC4C(C3C(C(C2(C)C)(CC1OC(=O)C(C(C5=CC=CC=C5)NC(=O)OC(C)(C)C)O)O)OC(=O)C6=CC=CC=C6)(CO4)OC(=O)C)O)C)O. Cell line: BT-549. Synergy scores: CSS=32.9, Synergy_ZIP=3.59, Synergy_Bliss=4.74, Synergy_Loewe=-42.6, Synergy_HSA=1.75. (7) Drug 1: C1C(C(OC1N2C=NC3=C2NC=NCC3O)CO)O. Drug 2: N.N.Cl[Pt+2]Cl. Cell line: SK-OV-3. Synergy scores: CSS=16.5, Synergy_ZIP=-0.353, Synergy_Bliss=4.57, Synergy_Loewe=0.244, Synergy_HSA=0.711. (8) Drug 1: C1=CC(=CC=C1C#N)C(C2=CC=C(C=C2)C#N)N3C=NC=N3. Drug 2: CC1=C(C=C(C=C1)NC(=O)C2=CC=C(C=C2)CN3CCN(CC3)C)NC4=NC=CC(=N4)C5=CN=CC=C5. Cell line: HT29. Synergy scores: CSS=-5.43, Synergy_ZIP=-0.961, Synergy_Bliss=-7.82, Synergy_Loewe=-10.7, Synergy_HSA=-9.03.